From a dataset of Full USPTO retrosynthesis dataset with 1.9M reactions from patents (1976-2016). Predict the reactants needed to synthesize the given product. (1) Given the product [F:1][C:2]1[CH:3]=[N:4][C:5]2[C:10]([C:11]=1[C@@H:12]([OH:24])[CH2:13][CH2:14][CH:15]1[CH2:20][CH2:19][N:18]([CH:36]3[CH2:35][C:34](=[O:39])[N:33]([C:27]4[CH:32]=[CH:31][CH:30]=[CH:29][CH:28]=4)[CH2:37]3)[CH2:17][CH:16]1[C:21]([OH:23])=[O:22])=[CH:9][C:8]([O:25][CH3:26])=[CH:7][CH:6]=2, predict the reactants needed to synthesize it. The reactants are: [F:1][C:2]1[CH:3]=[N:4][C:5]2[C:10]([C:11]=1[C@@H:12]([OH:24])[CH2:13][CH2:14][C@@H:15]1[CH2:20][CH2:19][NH:18][CH2:17][C@@H:16]1[C:21]([OH:23])=[O:22])=[CH:9][C:8]([O:25][CH3:26])=[CH:7][CH:6]=2.[C:27]1([N:33]2[CH2:37][C:36](=O)[CH2:35][C:34]2=[O:39])[CH:32]=[CH:31][CH:30]=[CH:29][CH:28]=1.C(O)(=O)C.C([BH3-])#N.[Na+].[OH-].[Na+]. (2) Given the product [F:35][C:36]1[CH:37]=[C:38]([NH:43][C:44](=[O:70])[NH:45][C:46]2[CH:51]=[CH:50][C:49]([C:52]3[CH:60]=[C:59]4[C:55]([CH2:56][N:57]([C@@H:62]([CH:67]([CH3:68])[CH3:69])[C:63]([OH:65])=[O:64])[C:58]4=[O:61])=[CH:54][CH:53]=3)=[CH:48][CH:47]=2)[CH:39]=[CH:40][C:41]=1[F:42], predict the reactants needed to synthesize it. The reactants are: FC1C=CC(NC(=O)NC2C=CC(C3C=C4C(CN([C@@H](C(C)C)C(O)=O)C4=O)=CC=3)=CC=2)=CC=1.[F:35][C:36]1[CH:37]=[C:38]([NH:43][C:44](=[O:70])[NH:45][C:46]2[CH:51]=[CH:50][C:49]([C:52]3[CH:60]=[C:59]4[C:55]([CH2:56][N:57]([C@@H:62]([CH:67]([CH3:69])[CH3:68])[C:63]([O:65]C)=[O:64])[C:58]4=[O:61])=[CH:54][CH:53]=3)=[CH:48][CH:47]=2)[CH:39]=[CH:40][C:41]=1[F:42]. (3) The reactants are: S(Cl)(Cl)=O.[Cl:5][C:6]1[CH:7]=[C:8]([OH:16])[C:9]([CH3:15])=[C:10]([CH:14]=1)[C:11]([OH:13])=[O:12].[CH3:17]O. Given the product [Cl:5][C:6]1[CH:7]=[C:8]([OH:16])[C:9]([CH3:15])=[C:10]([CH:14]=1)[C:11]([O:13][CH3:17])=[O:12], predict the reactants needed to synthesize it. (4) The reactants are: Br[C:2]1[CH:3]=[CH:4][C:5]2[N:9]=[C:8]([C:10]([N:12]3[CH2:16][CH2:15][CH2:14][CH2:13]3)=[O:11])[N:7]([C:17]3[CH:22]=[CH:21][N:20]=[C:19]([NH2:23])[N:18]=3)[C:6]=2[CH:24]=1.[CH3:25][C:26]1[O:30][N:29]=[C:28]([C:31]([OH:35])([C:33]#[CH:34])[CH3:32])[CH:27]=1.C(N(CC)CC)C. Given the product [NH2:23][C:19]1[N:18]=[C:17]([N:7]2[C:6]3[CH:24]=[C:2]([C:34]#[C:33][C:31]([C:28]4[CH:27]=[C:26]([CH3:25])[O:30][N:29]=4)([OH:35])[CH3:32])[CH:3]=[CH:4][C:5]=3[N:9]=[C:8]2[C:10]([N:12]2[CH2:16][CH2:15][CH2:14][CH2:13]2)=[O:11])[CH:22]=[CH:21][N:20]=1, predict the reactants needed to synthesize it. (5) Given the product [C:33]([N:36]1[CH2:41][CH2:40][N:39]([C:30]([C:27]2[CH:26]=[CH:25][C:24]([C:6]3[C:5]([C:3]([OH:2])=[O:4])=[CH:10][C:9]([C:11]4[S:12][CH:13]=[C:14]([C:16]5[CH:21]=[CH:20][C:19]([Cl:22])=[C:18]([Cl:23])[CH:17]=5)[N:15]=4)=[CH:8][CH:7]=3)=[CH:29][CH:28]=2)=[O:32])[CH2:38][CH2:37]1)(=[O:35])[CH3:34], predict the reactants needed to synthesize it. The reactants are: C[O:2][C:3]([C:5]1[C:6]([C:24]2[CH:29]=[CH:28][C:27]([C:30]([OH:32])=O)=[CH:26][CH:25]=2)=[CH:7][CH:8]=[C:9]([C:11]2[S:12][CH:13]=[C:14]([C:16]3[CH:21]=[CH:20][C:19]([Cl:22])=[C:18]([Cl:23])[CH:17]=3)[N:15]=2)[CH:10]=1)=[O:4].[C:33]([N:36]1[CH2:41][CH2:40][NH:39][CH2:38][CH2:37]1)(=[O:35])[CH3:34]. (6) Given the product [CH2:11]([N:4]([C:5]1[CH:10]=[CH:9][CH:8]=[CH:7][CH:6]=1)[CH2:3][CH2:2][O:20][C:19]1[CH:26]=[CH:25][CH:24]=[CH:23][C:21]=1[OH:22])[CH3:12], predict the reactants needed to synthesize it. The reactants are: Cl[CH2:2][CH2:3][N:4]([CH2:11][CH3:12])[C:5]1[CH:10]=[CH:9][CH:8]=[CH:7][CH:6]=1.C([O-])([O-])=O.[K+].[K+].[C:19]1([C:21](=[CH:23][CH:24]=[CH:25][CH:26]=1)[OH:22])[OH:20]. (7) Given the product [Cl:31][C:20]1[CH:19]=[C:18]([CH:23]=[CH:22][C:21]=1[S:24][C:25]1[N:26]([CH3:30])[CH:27]=[CH:28][N:29]=1)[NH:17][C:9]1[C:8]2[C:13](=[CH:14][C:5]([O:4][CH2:3][CH2:2][N:42]3[CH2:43][CH2:44][CH:39]([N:34]4[CH2:38][CH2:37][CH2:36][CH2:35]4)[CH2:40][CH2:41]3)=[C:6]([O:32][CH3:33])[CH:7]=2)[N:12]=[CH:11][C:10]=1[C:15]#[N:16], predict the reactants needed to synthesize it. The reactants are: Cl[CH2:2][CH2:3][O:4][C:5]1[CH:14]=[C:13]2[C:8]([C:9]([NH:17][C:18]3[CH:23]=[CH:22][C:21]([S:24][C:25]4[N:26]([CH3:30])[CH:27]=[CH:28][N:29]=4)=[C:20]([Cl:31])[CH:19]=3)=[C:10]([C:15]#[N:16])[CH:11]=[N:12]2)=[CH:7][C:6]=1[O:32][CH3:33].[N:34]1([CH:39]2[CH2:44][CH2:43][NH:42][CH2:41][CH2:40]2)[CH2:38][CH2:37][CH2:36][CH2:35]1.C(=O)(O)[O-].[Na+]. (8) The reactants are: [NH:1]1[CH2:5][CH2:4][CH:3]([NH:6][C:7](=[O:9])[CH3:8])[CH2:2]1.F[C:11]1[CH:16]=CC([N+]([O-])=O)=[CH:13][CH:12]=1.[H][H].NC1C=CC=CC=1.[CH:29]1N=C[N:31]([C:34]([N:36]2C=N[CH:38]=[CH:37]2)=[O:35])[CH:30]=1.[CH:41]1([O:46][C:47]2[CH:53]=[CH:52]C(N)=C[CH:48]=2)[CH2:45][CH2:44][CH2:43][CH2:42]1. Given the product [CH:41]1([O:46][C:47]2[CH:48]=[CH:38][C:37]([NH:36][C:34](=[O:35])[NH:31][C:30]3[CH:29]=[CH:13][C:12]([N:1]4[CH2:5][CH2:4][CH:3]([NH:6][C:7](=[O:9])[CH3:8])[CH2:2]4)=[CH:11][CH:16]=3)=[CH:52][CH:53]=2)[CH2:42][CH2:43][CH2:44][CH2:45]1, predict the reactants needed to synthesize it. (9) Given the product [CH3:25][O:26][C:27]([C@H:29]1[CH2:34][CH2:33][C@:32]([OH:35])([C:36]2[S:37][C:38]([C:13]3[CH:14]=[C:9]([NH:8][C:4]4[N:3]=[C:2]([CH3:1])[CH:7]=[CH:6][N:5]=4)[CH:10]=[C:11]([CH3:24])[CH:12]=3)=[CH:39][N:40]=2)[CH2:31][C:30]1([CH3:43])[CH3:42])=[O:28], predict the reactants needed to synthesize it. The reactants are: [CH3:1][C:2]1[CH:7]=[CH:6][N:5]=[C:4]([NH:8][C:9]2[CH:14]=[C:13](B3OC(C)(C)C(C)(C)O3)[CH:12]=[C:11]([CH3:24])[CH:10]=2)[N:3]=1.[CH3:25][O:26][C:27]([C@H:29]1[CH2:34][CH2:33][C@@:32]([C:36]2[S:37][C:38](Br)=[CH:39][N:40]=2)([OH:35])[CH2:31][C:30]1([CH3:43])[CH3:42])=[O:28].C(=O)([O-])[O-].[Na+].[Na+].